This data is from Catalyst prediction with 721,799 reactions and 888 catalyst types from USPTO. The task is: Predict which catalyst facilitates the given reaction. (1) Reactant: [N-:1]=[N+:2]=[N-:3].CN(C)C(N(C)C)=[NH2+].[CH2:12]([O:19][C:20]1[C:25]([Br:26])=[CH:24][C:23]([C@H:27]([CH3:44])[C@@H:28](Br)[C:29]([N:31]2[C@H:35]([C:36]3[CH:41]=[CH:40][CH:39]=[CH:38][CH:37]=3)[CH2:34][O:33][C:32]2=[O:42])=[O:30])=[C:22]([F:45])[CH:21]=1)[C:13]1[CH:18]=[CH:17][CH:16]=[CH:15][CH:14]=1. Product: [N:1]([C@@H:28]([C@H:27]([C:23]1[CH:24]=[C:25]([Br:26])[C:20]([O:19][CH2:12][C:13]2[CH:14]=[CH:15][CH:16]=[CH:17][CH:18]=2)=[CH:21][C:22]=1[F:45])[CH3:44])[C:29]([N:31]1[C@H:35]([C:36]2[CH:37]=[CH:38][CH:39]=[CH:40][CH:41]=2)[CH2:34][O:33][C:32]1=[O:42])=[O:30])=[N+:2]=[N-:3]. The catalyst class is: 210. (2) Reactant: C([NH:5][S:6]([C:9]1[O:10][C:11]([C:14]2[N:19]=[C:18]([NH:20][C:21]3[CH:25]=[C:24]([CH:26]4[CH2:28][CH2:27]4)[NH:23][N:22]=3)[C:17]([Cl:29])=[CH:16][N:15]=2)=[CH:12][CH:13]=1)(=[O:8])=[O:7])(C)(C)C.B(Cl)(Cl)Cl. Product: [Cl:29][C:17]1[C:18]([NH:20][C:21]2[CH:25]=[C:24]([CH:26]3[CH2:28][CH2:27]3)[NH:23][N:22]=2)=[N:19][C:14]([C:11]2[O:10][C:9]([S:6]([NH2:5])(=[O:7])=[O:8])=[CH:13][CH:12]=2)=[N:15][CH:16]=1. The catalyst class is: 2. (3) Reactant: [C:1]([C:4]1[N:5]=[C:6]([C:9]2[CH:14]=[CH:13][CH:12]=[CH:11][C:10]=2[NH:15][C:16]([O:18][CH2:19][CH:20]2[CH2:25][CH2:24][N:23](C(OC(C)(C)C)=O)[CH2:22][CH2:21]2)=[O:17])[S:7][CH:8]=1)(=[O:3])[CH3:2].[F:33][C:34]([F:39])([F:38])[C:35]([OH:37])=[O:36]. Product: [F:33][C:34]([F:39])([F:38])[C:35]([OH:37])=[O:36].[C:1]([C:4]1[N:5]=[C:6]([C:9]2[CH:14]=[CH:13][CH:12]=[CH:11][C:10]=2[NH:15][C:16](=[O:17])[O:18][CH2:19][CH:20]2[CH2:25][CH2:24][NH:23][CH2:22][CH2:21]2)[S:7][CH:8]=1)(=[O:3])[CH3:2]. The catalyst class is: 4. (4) Reactant: [Cl:1][C:2]1[C:3]([O:30][C@@H:31]2[CH2:36][CH2:35][CH2:34][CH2:33][C@@H:32]2[C:37]2[N:41]([CH3:42])[N:40]=[CH:39][CH:38]=2)=[CH:4][C:5]([F:29])=[C:6]([S:8]([N:11](CC2C=CC(OC)=CC=2OC)[C:12]2[CH:17]=[CH:16][N:15]=[CH:14][N:13]=2)(=[O:10])=[O:9])[CH:7]=1.C([SiH](CC)CC)C.FC(F)(F)C(O)=O. Product: [Cl:1][C:2]1[C:3]([O:30][C@@H:31]2[CH2:36][CH2:35][CH2:34][CH2:33][C@@H:32]2[C:37]2[N:41]([CH3:42])[N:40]=[CH:39][CH:38]=2)=[CH:4][C:5]([F:29])=[C:6]([S:8]([NH:11][C:12]2[CH:17]=[CH:16][N:15]=[CH:14][N:13]=2)(=[O:10])=[O:9])[CH:7]=1. The catalyst class is: 4. (5) Reactant: [CH3:1][OH:2].[Br:3][C:4]1[CH:11]=[C:10](F)[C:7]([C:8]#[N:9])=[C:6]([F:13])[CH:5]=1.C[Si]([N-][Si](C)(C)C)(C)C.[Na+]. Product: [Br:3][C:4]1[CH:11]=[C:10]([O:2][CH3:1])[C:7]([C:8]#[N:9])=[C:6]([F:13])[CH:5]=1. The catalyst class is: 220. (6) Reactant: Cl.[NH:2]1[CH2:7][CH2:6][C:5]2([C:16](=[O:17])[CH2:15][C:14]3[C:9](=[CH:10][CH:11]=[CH:12][CH:13]=3)[O:8]2)[CH2:4][CH2:3]1.[CH:18]([O:21][C:22]1[CH:30]=[CH:29][C:25]([C:26](O)=[O:27])=[CH:24][C:23]=1[O:31][CH3:32])([CH3:20])[CH3:19].CCN(CC)CC.CN(C(ON1N=NC2C=CC=NC1=2)=[N+](C)C)C.F[P-](F)(F)(F)(F)F. Product: [CH:18]([O:21][C:22]1[CH:30]=[CH:29][C:25]([C:26]([N:2]2[CH2:7][CH2:6][C:5]3([C:16](=[O:17])[CH2:15][C:14]4[C:9](=[CH:10][CH:11]=[CH:12][CH:13]=4)[O:8]3)[CH2:4][CH2:3]2)=[O:27])=[CH:24][C:23]=1[O:31][CH3:32])([CH3:20])[CH3:19]. The catalyst class is: 4.